Dataset: Catalyst prediction with 721,799 reactions and 888 catalyst types from USPTO. Task: Predict which catalyst facilitates the given reaction. (1) Reactant: Cl[C:2]1[N:3]=[C:4]([C:30]2[C:35]([O:36][CH3:37])=[CH:34][C:33]([C:38]3[CH:43]=[CH:42][CH:41]=[C:40]([F:44])[CH:39]=3)=[C:32]([Cl:45])[CH:31]=2)[C:5]2[C:10]([CH:11]=1)=[CH:9][C:8]([S:12]([N:15]([C:25]1[CH:29]=[CH:28][O:27][N:26]=1)[CH2:16][C:17]1[CH:22]=[CH:21][C:20]([O:23][CH3:24])=[CH:19][CH:18]=1)(=[O:14])=[O:13])=[CH:7][CH:6]=2.[C:46](=O)([O-])[O-:47].[Cs+].[Cs+].C(P(C(C)(C)C)C1C=CC=CC=1C1C(C(C)C)=CC(C(C)C)=CC=1C(C)C)(C)(C)C. Product: [Cl:45][C:32]1[CH:31]=[C:30]([C:4]2[C:5]3[C:10](=[CH:9][C:8]([S:12]([N:15]([C:25]4[CH:29]=[CH:28][O:27][N:26]=4)[CH2:16][C:17]4[CH:22]=[CH:21][C:20]([O:23][CH3:24])=[CH:19][CH:18]=4)(=[O:13])=[O:14])=[CH:7][CH:6]=3)[CH:11]=[C:2]([O:47][CH3:46])[N:3]=2)[C:35]([O:36][CH3:37])=[CH:34][C:33]=1[C:38]1[CH:43]=[CH:42][CH:41]=[C:40]([F:44])[CH:39]=1. The catalyst class is: 167. (2) Reactant: [NH2:1][CH2:2][CH2:3][CH2:4][CH2:5][CH2:6][C:7]([OH:9])=[O:8].[OH-].[Na+].[C:12](Cl)(=[O:15])[CH:13]=[CH2:14].Cl. Product: [C:12]([NH:1][CH2:2][CH2:3][CH2:4][CH2:5][CH2:6][C:7]([OH:9])=[O:8])(=[O:15])[CH:13]=[CH2:14]. The catalyst class is: 7. (3) Reactant: CO.[C:3]([C:6]1[CH:29]=[CH:28][C:9]([NH:10][C:11]2[CH:19]=[C:18]([CH2:20][CH2:21][C:22]3[CH:27]=[CH:26][CH:25]=[CH:24][CH:23]=3)[CH:17]=[CH:16][C:12]=2[C:13]([OH:15])=[O:14])=[CH:8][CH:7]=1)(=O)[CH3:4]. Product: [CH2:3]([C:6]1[CH:29]=[CH:28][C:9]([NH:10][C:11]2[CH:19]=[C:18]([CH2:20][CH2:21][C:22]3[CH:23]=[CH:24][CH:25]=[CH:26][CH:27]=3)[CH:17]=[CH:16][C:12]=2[C:13]([OH:15])=[O:14])=[CH:8][CH:7]=1)[CH3:4]. The catalyst class is: 849. (4) Reactant: [O:1]=[C:2]1[N:8]([CH:9]2[CH2:14][CH2:13][N:12]([C:15]([O:17][C@@H:18]([C:28]([OH:30])=O)[CH2:19][C:20]3[CH:25]=[CH:24][C:23]([Br:26])=[C:22]([Br:27])[CH:21]=3)=[O:16])[CH2:11][CH2:10]2)[CH2:7][CH2:6][C:5]2[CH:31]=[CH:32][CH:33]=[CH:34][C:4]=2[NH:3]1.CN(C(ON1N=NC2C=CC=CC1=2)=[N+](C)C)C.[B-](F)(F)(F)F.C(N(CC)CC)C.[CH3:64][N:65]1[CH2:70][CH2:69][CH:68]([N:71]2[CH2:76][CH2:75][NH:74][CH2:73][CH2:72]2)[CH2:67][CH2:66]1. Product: [O:1]=[C:2]1[N:8]([CH:9]2[CH2:10][CH2:11][N:12]([C:15]([O:17][C@H:18]([CH2:19][C:20]3[CH:25]=[CH:24][C:23]([Br:26])=[C:22]([Br:27])[CH:21]=3)[C:28]([N:74]3[CH2:73][CH2:72][N:71]([CH:68]4[CH2:69][CH2:70][N:65]([CH3:64])[CH2:66][CH2:67]4)[CH2:76][CH2:75]3)=[O:30])=[O:16])[CH2:13][CH2:14]2)[CH2:7][CH2:6][C:5]2[CH:31]=[CH:32][CH:33]=[CH:34][C:4]=2[NH:3]1. The catalyst class is: 3. (5) Reactant: FC(F)(F)C(O)=O.[C:8]1([C@H:14]2[CH2:16][C@@H:15]2[NH:17][C:18]([C@@H:20]2[CH2:25][C@@H:24]3[C@@H:22]([CH2:23]3)[NH:21]2)=[O:19])[CH:13]=[CH:12][CH:11]=[CH:10][CH:9]=1.[C:26]([C:29]1[C:37]2[C:32](=[CH:33][CH:34]=[CH:35][CH:36]=2)[N:31]([CH2:38][C:39](O)=[O:40])[N:30]=1)(=[O:28])[CH3:27].CN(C(ON1N=NC2C=CC=CC1=2)=[N+](C)C)C.F[P-](F)(F)(F)(F)F.CCN(C(C)C)C(C)C. Product: [C:8]1([C@H:14]2[CH2:16][C@@H:15]2[NH:17][C:18]([C@@H:20]2[CH2:25][C@@H:24]3[C@@H:22]([CH2:23]3)[N:21]2[C:39](=[O:40])[CH2:38][N:31]2[C:32]3[C:37](=[CH:36][CH:35]=[CH:34][CH:33]=3)[C:29]([C:26](=[O:28])[CH3:27])=[N:30]2)=[O:19])[CH:13]=[CH:12][CH:11]=[CH:10][CH:9]=1. The catalyst class is: 3. (6) Reactant: [NH:1]1[C:6]2[CH:7]=[CH:8][CH:9]=[CH:10][C:5]=2[C:4](=[O:11])OC1=O.[Cl:13][C:14]1[CH:19]=[CH:18][C:17]([CH:20]([CH2:25][CH3:26])[C:21]([NH:23][NH2:24])=[O:22])=[CH:16][CH:15]=1.O.C(=O)([O-])[O-].[Na+].[Na+]. Product: [Cl:13][C:14]1[CH:15]=[CH:16][C:17]([CH:20]([CH2:25][CH3:26])[C:21]([NH:23][NH:24][C:4](=[O:11])[C:5]2[CH:10]=[CH:9][CH:8]=[CH:7][C:6]=2[NH2:1])=[O:22])=[CH:18][CH:19]=1. The catalyst class is: 15.